Dataset: Skin sensitization/reaction prediction data. Task: Regression/Classification. Given a drug SMILES string, predict its toxicity properties. Task type varies by dataset: regression for continuous values (e.g., LD50, hERG inhibition percentage) or binary classification for toxic/non-toxic outcomes (e.g., AMES mutagenicity, cardiotoxicity, hepatotoxicity). Dataset: skin_reaction. (1) The molecule is CC(C)(C)OC(=O)N1CC(F)CC1C(=O)O. The result is 0 (no skin reaction). (2) The drug is BrCc1ccccc1. The result is 1 (causes skin reaction).